From a dataset of Full USPTO retrosynthesis dataset with 1.9M reactions from patents (1976-2016). Predict the reactants needed to synthesize the given product. Given the product [F:85][C:81]1[CH:80]=[C:79]2[C:84](=[CH:83][CH:82]=1)[N:76]([C:74]([C:70]1[CH:69]=[C:68]([N:63]3[CH2:64][CH2:65][CH:60]([N:56]4[CH2:55][CH2:54][C:53]5[CH:66]=[C:49]([O:48][CH3:47])[CH:50]=[CH:51][C:52]=5[NH:58][C:57]4=[O:59])[CH2:61][CH2:62]3)[CH:73]=[CH:72][CH:71]=1)=[O:75])[CH2:77][CH2:78]2, predict the reactants needed to synthesize it. The reactants are: C1C=CC(P(C2C(C3C(P(C4C=CC=CC=4)C4C=CC=CC=4)=CC=C4C=3C=CC=C4)=C3C(C=CC=C3)=CC=2)C2C=CC=CC=2)=CC=1.[CH3:47][O:48][C:49]1[CH:50]=[CH:51][C:52]2[NH:58][C:57](=[O:59])[N:56]([CH:60]3[CH2:65][CH2:64][NH:63][CH2:62][CH2:61]3)[CH2:55][CH2:54][C:53]=2[CH:66]=1.Br[C:68]1[CH:69]=[C:70]([C:74]([N:76]2[C:84]3[C:79](=[CH:80][C:81]([F:85])=[CH:82][CH:83]=3)[CH2:78][CH2:77]2)=[O:75])[CH:71]=[CH:72][CH:73]=1.C(=O)([O-])[O-].[Cs+].[Cs+].